Dataset: Full USPTO retrosynthesis dataset with 1.9M reactions from patents (1976-2016). Task: Predict the reactants needed to synthesize the given product. Given the product [C:16]1([C@H:11]([N:7]2[C:8]3[C:4](=[CH:3][C:2]([C:29]#[C:28][C:22]4[CH:27]=[CH:26][CH:25]=[CH:24][CH:23]=4)=[CH:10][CH:9]=3)[CH:5]=[CH:6]2)[C@H:12]([OH:15])[CH2:13][OH:14])[CH:21]=[CH:20][CH:19]=[CH:18][CH:17]=1, predict the reactants needed to synthesize it. The reactants are: Br[C:2]1[CH:3]=[C:4]2[C:8](=[CH:9][CH:10]=1)[N:7]([C@@H:11]([C:16]1[CH:21]=[CH:20][CH:19]=[CH:18][CH:17]=1)[C@H:12]([OH:15])[CH2:13][OH:14])[CH:6]=[CH:5]2.[C:22]1([C:28]#[CH:29])[CH:27]=[CH:26][CH:25]=[CH:24][CH:23]=1.C(=O)([O-])[O-].[K+].[K+].